From a dataset of Peptide-MHC class I binding affinity with 185,985 pairs from IEDB/IMGT. Regression. Given a peptide amino acid sequence and an MHC pseudo amino acid sequence, predict their binding affinity value. This is MHC class I binding data. (1) The peptide sequence is CMLTEFLHY. The MHC is HLA-A01:01 with pseudo-sequence HLA-A01:01. The binding affinity (normalized) is 0.373. (2) The peptide sequence is LLQEKYGLI. The MHC is HLA-A11:01 with pseudo-sequence HLA-A11:01. The binding affinity (normalized) is 0. (3) The peptide sequence is IMLSSKAIM. The MHC is H-2-Db with pseudo-sequence H-2-Db. The binding affinity (normalized) is 0.175. (4) The peptide sequence is DSFAKQPQW. The MHC is HLA-B15:17 with pseudo-sequence HLA-B15:17. The binding affinity (normalized) is 0.508. (5) The peptide sequence is NEKTHVQLSL. The MHC is HLA-B44:02 with pseudo-sequence HLA-B44:02. The binding affinity (normalized) is 0.0883. (6) The peptide sequence is SYGCPTNPF. The MHC is HLA-B44:02 with pseudo-sequence HLA-B44:02. The binding affinity (normalized) is 0.213.